Task: Predict which catalyst facilitates the given reaction.. Dataset: Catalyst prediction with 721,799 reactions and 888 catalyst types from USPTO (1) Reactant: [Cl:1][C:2]1[CH:7]=[CH:6][C:5]([C@H:8]2[CH2:13][CH2:12][C@H:11]([C:14](O)=O)[CH2:10][CH2:9]2)=[CH:4][CH:3]=1.C(#N)C.[C:20]1(=[O:31])[C:29]2[C:24](=[CH:25][CH:26]=[CH:27][CH:28]=2)[C:23](=[O:30])[CH:22]=C1.S(OOS([O-])(=O)=O)([O-])(=O)=O.[NH4+].[NH4+]. Product: [Cl:1][C:2]1[CH:3]=[CH:4][C:5]([C@H:8]2[CH2:9][CH2:10][C@H:11]([C:14]3[C:20](=[O:31])[C:29]4[C:24]([C:23](=[O:30])[CH:22]=3)=[CH:25][CH:26]=[CH:27][CH:28]=4)[CH2:12][CH2:13]2)=[CH:6][CH:7]=1. The catalyst class is: 716. (2) Reactant: [S:1]1[C:5]2[CH:6]=[CH:7][CH:8]=[CH:9][C:4]=2[N:3]=[C:2]1[C:10]([C:12]1[CH:17]=[CH:16][C:15]([O:18][C:19]2[C:24](Br)=[CH:23][CH:22]=[CH:21][N:20]=2)=[CH:14][CH:13]=1)=[O:11].[O:26]1[CH2:31][CH:30]=[C:29](B2OC(C)(C)C(C)(C)O2)[CH2:28][CH2:27]1.C(=O)([O-])[O-].[Na+].[Na+]. Product: [S:1]1[C:5]2[CH:6]=[CH:7][CH:8]=[CH:9][C:4]=2[N:3]=[C:2]1[C:10]([C:12]1[CH:17]=[CH:16][C:15]([O:18][C:19]2[C:24]([C:29]3[CH2:30][CH2:31][O:26][CH2:27][CH:28]=3)=[CH:23][CH:22]=[CH:21][N:20]=2)=[CH:14][CH:13]=1)=[O:11]. The catalyst class is: 18. (3) Reactant: [C:1](Cl)(Cl)=[O:2].[C:5]([O:9][C:10](=[O:29])[NH:11][CH2:12][C@H:13]([OH:28])[CH2:14][NH:15][C:16]1[CH:17]=[C:18]2[C:22](=[CH:23][CH:24]=1)[N:21]([CH2:25][CH3:26])[C:20](=[O:27])[CH2:19]2)([CH3:8])([CH3:7])[CH3:6].C(N(C(C)C)CC)(C)C. Product: [C:5]([O:9][C:10](=[O:29])[NH:11][CH2:12][C@@H:13]1[O:28][C:1](=[O:2])[N:15]([C:16]2[CH:17]=[C:18]3[C:22](=[CH:23][CH:24]=2)[N:21]([CH2:25][CH3:26])[C:20](=[O:27])[CH2:19]3)[CH2:14]1)([CH3:6])([CH3:7])[CH3:8]. The catalyst class is: 4. (4) Reactant: [CH3:1][O:2][C:3]1[CH:4]=[C:5]2[C:10](=[CH:11][CH:12]=1)[CH2:9][N:8]([C:13]([O:15][C:16]([CH3:19])([CH3:18])[CH3:17])=[O:14])[CH2:7][CH2:6]2.C(OC(=O)C)(=O)C.[N+:27]([O-])([OH:29])=[O:28].C(=O)(O)[O-].[Na+]. Product: [CH3:1][O:2][C:3]1[CH:4]=[C:5]2[C:10](=[CH:11][C:12]=1[N+:27]([O-:29])=[O:28])[CH2:9][N:8]([C:13]([O:15][C:16]([CH3:19])([CH3:18])[CH3:17])=[O:14])[CH2:7][CH2:6]2. The catalyst class is: 463. (5) Reactant: [Br:1][C:2]1[CH:3]=[CH:4][CH:5]=[C:6]2[C:10]=1[NH:9][CH:8]=[CH:7]2.FC(F)(F)[C:13]([O:15]C(=O)C(F)(F)F)=[O:14]. Product: [Br:1][C:2]1[CH:3]=[CH:4][CH:5]=[C:6]2[C:10]=1[NH:9][CH:8]=[C:7]2[C:13]([OH:15])=[O:14]. The catalyst class is: 9. (6) Reactant: C([Li])(C)(C)C.Br[C:7]1[CH:8]=[C:9]2[C:13](=[CH:14][CH:15]=1)[N:12]([Si:16]([CH:23]([CH3:25])[CH3:24])([CH:20]([CH3:22])[CH3:21])[CH:17]([CH3:19])[CH3:18])[CH:11]=[CH:10]2.[CH3:26][O:27][C:28]([N:30]1[CH2:34][CH2:33][C:32]([CH:41]=[O:42])([C:35]2[CH:40]=[CH:39][CH:38]=[CH:37][CH:36]=2)[CH2:31]1)=[O:29]. Product: [CH3:26][O:27][C:28]([N:30]1[CH2:34][CH2:33][C:32]([CH:41]([OH:42])[C:7]2[CH:8]=[C:9]3[C:13](=[CH:14][CH:15]=2)[N:12]([Si:16]([CH:20]([CH3:21])[CH3:22])([CH:23]([CH3:25])[CH3:24])[CH:17]([CH3:19])[CH3:18])[CH:11]=[CH:10]3)([C:35]2[CH:40]=[CH:39][CH:38]=[CH:37][CH:36]=2)[CH2:31]1)=[O:29]. The catalyst class is: 1.